This data is from Forward reaction prediction with 1.9M reactions from USPTO patents (1976-2016). The task is: Predict the product of the given reaction. (1) Given the reactants [C:1](OC(=O)C)(=[O:3])[CH3:2].[NH2:8][CH2:9][C@H:10]1[O:14][C:13](=[O:15])[N:12]([C:16]2[CH:17]=[C:18]3[C:22](=[C:23]([F:25])[CH:24]=2)[N:21]([CH3:26])[C:20](=[O:27])[CH2:19]3)[CH2:11]1.C(N(CC)C(C)C)(C)C, predict the reaction product. The product is: [F:25][C:23]1[CH:24]=[C:16]([N:12]2[CH2:11][C@H:10]([CH2:9][NH:8][C:1](=[O:3])[CH3:2])[O:14][C:13]2=[O:15])[CH:17]=[C:18]2[C:22]=1[N:21]([CH3:26])[C:20](=[O:27])[CH2:19]2. (2) Given the reactants [N:1]1[CH:6]=[CH:5][CH:4]=[C:3]([NH2:7])[N:2]=1.N1C=CC=CC=1.Cl[C:15]([O:17][C:18]1[CH:23]=[CH:22][CH:21]=[CH:20][CH:19]=1)=[O:16], predict the reaction product. The product is: [N:1]1[CH:6]=[CH:5][CH:4]=[C:3]([NH:7][C:15](=[O:16])[O:17][C:18]2[CH:23]=[CH:22][CH:21]=[CH:20][CH:19]=2)[N:2]=1.